Dataset: Full USPTO retrosynthesis dataset with 1.9M reactions from patents (1976-2016). Task: Predict the reactants needed to synthesize the given product. Given the product [CH3:32][O:31][C:28]1[CH:29]=[CH:30][C:25]([O:24][C:22](=[O:23])[NH:11][N:2]2[CH2:3][CH2:4][C:5]3[C:10](=[CH:9][CH:8]=[CH:7][CH:6]=3)[CH2:1]2)=[CH:26][CH:27]=1, predict the reactants needed to synthesize it. The reactants are: [CH2:1]1[C:10]2[C:5](=[CH:6][CH:7]=[CH:8][CH:9]=2)[CH2:4][CH2:3][N:2]1[NH2:11].C(N(CC)C(C)C)(C)C.Cl[C:22]([O:24][C:25]1[CH:30]=[CH:29][C:28]([O:31][CH3:32])=[CH:27][CH:26]=1)=[O:23].